Dataset: Forward reaction prediction with 1.9M reactions from USPTO patents (1976-2016). Task: Predict the product of the given reaction. (1) Given the reactants [CH:1]1([NH:4][C:5]([C:7]2[CH:8]=[CH:9][C:10]([CH3:31])=[C:11]([C:13]3[CH:14]=[C:15]4[C:20](=[CH:21][CH:22]=3)[C:19](=[O:23])[N:18]([CH2:24][CH:25]3[CH2:27][CH2:26]3)[CH:17]=[C:16]4[C:28](O)=[O:29])[CH:12]=2)=[O:6])[CH2:3][CH2:2]1.O1CCCC1.B, predict the reaction product. The product is: [CH:1]1([NH:4][C:5](=[O:6])[C:7]2[CH:8]=[CH:9][C:10]([CH3:31])=[C:11]([C:13]3[CH:14]=[C:15]4[C:20](=[CH:21][CH:22]=3)[C:19](=[O:23])[N:18]([CH2:24][CH:25]3[CH2:26][CH2:27]3)[CH:17]=[C:16]4[CH2:28][OH:29])[CH:12]=2)[CH2:2][CH2:3]1. (2) Given the reactants [NH2:1][C:2]1[CH:3]=[CH:4][CH:5]=[C:6]2[C:11]=1[CH2:10][CH:9]([OH:12])[CH2:8][CH2:7]2.N1C=CC=CC=1.Cl[C:20]([O:22][C:23]1[CH:28]=[CH:27][CH:26]=[CH:25][CH:24]=1)=[O:21].O, predict the reaction product. The product is: [OH:12][CH:9]1[CH2:10][C:11]2[C:2]([NH:1][C:20](=[O:21])[O:22][C:23]3[CH:28]=[CH:27][CH:26]=[CH:25][CH:24]=3)=[CH:3][CH:4]=[CH:5][C:6]=2[CH2:7][CH2:8]1. (3) Given the reactants [C:9](O[C:9]([O:11][C:12]([CH3:15])([CH3:14])[CH3:13])=[O:10])([O:11][C:12]([CH3:15])([CH3:14])[CH3:13])=[O:10].[F:16][C:17]1[CH:25]=[CH:24][C:23]([N+:26]([O-:28])=[O:27])=[CH:22][C:18]=1C(O)=O.C(O)(C)(C)C, predict the reaction product. The product is: [F:16][C:17]1[CH:25]=[CH:24][C:23]([N+:26]([O-:28])=[O:27])=[CH:22][C:18]=1[C:9]([O:11][C:12]([CH3:13])([CH3:14])[CH3:15])=[O:10]. (4) Given the reactants [C:1]([N:4]1[CH2:9][CH2:8][NH:7][CH2:6][CH2:5]1)(=[O:3])[CH3:2].CCN(CC)CC.Cl[C:18]([O:20][C:21]1[CH:26]=[CH:25][C:24]([N+:27]([O-:29])=[O:28])=[CH:23][CH:22]=1)=[O:19].O, predict the reaction product. The product is: [C:1]([N:4]1[CH2:9][CH2:8][N:7]([C:18]([O:20][C:21]2[CH:22]=[CH:23][C:24]([N+:27]([O-:29])=[O:28])=[CH:25][CH:26]=2)=[O:19])[CH2:6][CH2:5]1)(=[O:3])[CH3:2]. (5) Given the reactants C1(P(C2CCCCC2)C2C=CC=CC=2C2C(C(C)C)=CC(C(C)C)=CC=2C(C)C)CCCCC1.[O:35]1[CH2:40][CH2:39][N:38]([C:41]2[C:46]([NH2:47])=[CH:45][C:44]([N:48]3[CH2:53][CH2:52][O:51][CH2:50][CH2:49]3)=[CH:43][N:42]=2)[CH2:37][CH2:36]1.Cl[C:55]1[C:64]2[C:59](=[CH:60][CH:61]=[C:62]([Cl:66])[C:63]=2[F:65])[N:58]=[C:57]([C:67]2[CH:72]=[CH:71][CH:70]=[CH:69][N:68]=2)[C:56]=1[CH3:73].C1(C)C=CC=CC=1.CC(C)([O-])C.[Na+], predict the reaction product. The product is: [Cl:66][C:62]1[C:63]([F:65])=[C:64]2[C:59](=[CH:60][CH:61]=1)[N:58]=[C:57]([C:67]1[CH:72]=[CH:71][CH:70]=[CH:69][N:68]=1)[C:56]([CH3:73])=[C:55]2[NH:47][C:46]1[C:41]([N:38]2[CH2:39][CH2:40][O:35][CH2:36][CH2:37]2)=[N:42][CH:43]=[C:44]([N:48]2[CH2:49][CH2:50][O:51][CH2:52][CH2:53]2)[CH:45]=1.